Dataset: Reaction yield outcomes from USPTO patents with 853,638 reactions. Task: Predict the reaction yield, written as a fraction of the theoretical maximum amount of product (1.0 means a 100% yield; for example, 0.34 means a 34% yield). (1) The reactants are [F-].C([N+](CCCC)(CCCC)CCCC)CCC.[CH2:19]([O:22][C:23]([NH:25][C@H:26]([CH:112]([CH3:114])[CH3:113])[C:27]([NH:29][C@H:30]([CH3:111])[C:31]([NH:33][C:34]1[CH:110]=[CH:109][C:37]([CH2:38][O:39][C:40]([N:42]2[C:48]3[CH:49]=[C:50]([O:55][CH2:56][CH2:57][CH2:58][O:59][C:60]4[C:61]([O:92][CH3:93])=[CH:62][C:63]5[C:69](=[O:70])[N:68]6[CH:71]=[C:72](/[CH:74]=[CH:75]/[CH3:76])[CH2:73][C@H:67]6[C@H:66]([O:77][Si](C(C)(C)C)(C)C)[N:65]([C:85]([O:87][CH2:88][CH:89]=[CH2:90])=[O:86])[C:64]=5[CH:91]=4)[C:51]([O:53][CH3:54])=[CH:52][C:47]=3[C:46](=[O:94])[N:45]3[CH:95]=[C:96](/[CH:98]=[CH:99]/[CH3:100])[CH2:97][C@H:44]3[C@@H:43]2[O:101][Si](C(C)(C)C)(C)C)=[O:41])=[CH:36][CH:35]=1)=[O:32])=[O:28])=[O:24])[CH:20]=[CH2:21]. The catalyst is C1COCC1.C(OCC)(=O)C. The product is [CH2:19]([O:22][C:23]([NH:25][C@H:26]([CH:112]([CH3:114])[CH3:113])[C:27]([NH:29][C@H:30]([CH3:111])[C:31]([NH:33][C:34]1[CH:35]=[CH:36][C:37]([CH2:38][O:39][C:40]([N:42]2[C:48]3[CH:49]=[C:50]([O:55][CH2:56][CH2:57][CH2:58][O:59][C:60]4[C:61]([O:92][CH3:93])=[CH:62][C:63]5[C:69](=[O:70])[N:68]6[CH:71]=[C:72](/[CH:74]=[CH:75]/[CH3:76])[CH2:73][C@H:67]6[C@H:66]([OH:77])[N:65]([C:85]([O:87][CH2:88][CH:89]=[CH2:90])=[O:86])[C:64]=5[CH:91]=4)[C:51]([O:53][CH3:54])=[CH:52][C:47]=3[C:46](=[O:94])[N:45]3[CH:95]=[C:96](/[CH:98]=[CH:99]/[CH3:100])[CH2:97][C@H:44]3[C@@H:43]2[OH:101])=[O:41])=[CH:109][CH:110]=1)=[O:32])=[O:28])=[O:24])[CH:20]=[CH2:21]. The yield is 0.730. (2) The reactants are Cl[C:2]1[N:7]=[C:6]([CH3:8])[C:5]([C:9]([O:11][CH3:12])=[O:10])=[C:4]([NH:13][C:14]2[CH:15]=[C:16]([CH3:20])[CH:17]=[CH:18][CH:19]=2)[N:3]=1.[NH2:21][C@@H:22]1[CH2:27][CH2:26][CH2:25][CH2:24][C@@H:23]1[NH:28][C:29](=[O:35])[O:30][C:31]([CH3:34])([CH3:33])[CH3:32].C(N(CC)CC)C. The catalyst is CC(N(C)C)=O.CCOC(C)=O. The product is [C:31]([O:30][C:29]([NH:28][C@H:23]1[CH2:24][CH2:25][CH2:26][CH2:27][C@H:22]1[NH:21][C:2]1[N:7]=[C:6]([CH3:8])[C:5]([C:9]([O:11][CH3:12])=[O:10])=[C:4]([NH:13][C:14]2[CH:15]=[C:16]([CH3:20])[CH:17]=[CH:18][CH:19]=2)[N:3]=1)=[O:35])([CH3:34])([CH3:32])[CH3:33]. The yield is 0.620. (3) The reactants are Cl.[CH:2]([C@H:5]1[NH:10][CH2:9][CH2:8][NH:7][C:6]1=[O:11])([CH3:4])[CH3:3].CCN(C(C)C)C(C)C.Cl[C:22]1[N:27]=[C:26]([C:28]([F:31])([F:30])[F:29])[CH:25]=[CH:24][N:23]=1.[NH4+].[Cl-]. The catalyst is CN(C=O)C.CCOC(C)=O. The product is [CH:2]([C@H:5]1[N:10]([C:22]2[N:27]=[C:26]([C:28]([F:31])([F:30])[F:29])[CH:25]=[CH:24][N:23]=2)[CH2:9][CH2:8][NH:7][C:6]1=[O:11])([CH3:4])[CH3:3]. The yield is 0.960. (4) The reactants are Br[C:2]1[CH:3]=[CH:4][C:5]2[O:14][CH2:13][CH2:12][C:11]3[S:10][C:9]([C:15]4[N:16]([CH:20]([CH3:22])[CH3:21])[N:17]=[CH:18][N:19]=4)=[N:8][C:7]=3[C:6]=2[CH:23]=1.[CH3:24][C:25]1[N:30]=[CH:29][C:28](B(O)O)=[CH:27][CH:26]=1. The catalyst is CN(C=O)C. The product is [CH:20]([N:16]1[C:15]([C:9]2[S:10][C:11]3[CH2:12][CH2:13][O:14][C:5]4[CH:4]=[CH:3][C:2]([C:28]5[CH:29]=[N:30][C:25]([CH3:24])=[CH:26][CH:27]=5)=[CH:23][C:6]=4[C:7]=3[N:8]=2)=[N:19][CH:18]=[N:17]1)([CH3:22])[CH3:21]. The yield is 0.230. (5) No catalyst specified. The reactants are [CH3:1][C:2]1[CH:11]=[CH:10][C:9]2[C:4](=[CH:5][CH:6]=[CH:7][C:8]=2[N:12]2[CH2:17][CH2:16][NH:15][C@H:14]([CH3:18])[CH2:13]2)[N:3]=1.[Cl:19][CH2:20][CH2:21][C:22]1[CH:23]=[C:24](F)[C:25]2[O:30][CH2:29][C:28](=[O:31])[NH:27][C:26]=2[CH:32]=1. The product is [ClH:19].[CH3:18][C@@H:14]1[CH2:13][N:12]([C:8]2[CH:7]=[CH:6][CH:5]=[C:4]3[C:9]=2[CH:10]=[CH:11][C:2]([CH3:1])=[N:3]3)[CH2:17][CH2:16][N:15]1[CH2:20][CH2:21][C:22]1[CH:23]=[CH:24][C:25]2[O:30][CH2:29][C:28](=[O:31])[NH:27][C:26]=2[CH:32]=1. The yield is 0.180. (6) The reactants are [CH3:1][O:2][C:3](=[O:10])[CH2:4][CH2:5][CH2:6][C:7](O)=[O:8]. The catalyst is C1COCC1. The product is [OH:8][CH2:7][CH2:6][CH2:5][CH2:4][C:3]([O:2][CH3:1])=[O:10]. The yield is 0.920. (7) The reactants are C(Cl)(=O)C(Cl)=O.[F:7][C:8]([F:22])([F:21])[CH2:9][CH2:10][O:11][C:12]1[CH:20]=[CH:19][C:15]([C:16]([OH:18])=O)=[CH:14][CH:13]=1.[OH-].[Na+].Cl.[NH2:26][CH:27]([CH2:31][C:32]1[CH:37]=[CH:36][C:35]([O:38][C:39]([F:42])([F:41])[F:40])=[CH:34][CH:33]=1)[C:28]([OH:30])=[O:29]. The catalyst is CN(C=O)C.C1COCC1.O.C(Cl)Cl. The product is [F:40][C:39]([F:41])([F:42])[O:38][C:35]1[CH:34]=[CH:33][C:32]([CH2:31][CH:27]([NH:26][C:16](=[O:18])[C:15]2[CH:14]=[CH:13][C:12]([O:11][CH2:10][CH2:9][C:8]([F:7])([F:22])[F:21])=[CH:20][CH:19]=2)[C:28]([OH:30])=[O:29])=[CH:37][CH:36]=1. The yield is 0.940. (8) The reactants are CN(C(ON1N=NC2C=CC=NC1=2)=[N+](C)C)C.F[P-](F)(F)(F)(F)F.[C:25]([O:29][C:30]([NH:32][C:33]1([C:48]([OH:50])=O)[CH2:38][CH2:37][N:36]([C:39]2[C:40]3[CH:47]=[CH:46][NH:45][C:41]=3[N:42]=[CH:43][N:44]=2)[CH2:35][CH2:34]1)=[O:31])([CH3:28])([CH3:27])[CH3:26].[Cl:51][C:52]1[CH:57]=[CH:56][C:55]([CH:58]([NH2:65])[CH2:59][C:60]2[S:61][CH:62]=[CH:63][N:64]=2)=[CH:54][CH:53]=1.C(N(CC)C(C)C)(C)C. The catalyst is CN1CCCC1=O.CCOCC. The product is [Cl:51][C:52]1[CH:57]=[CH:56][C:55]([CH:58]([NH:65][C:48]([C:33]2([NH:32][C:30](=[O:31])[O:29][C:25]([CH3:27])([CH3:26])[CH3:28])[CH2:38][CH2:37][N:36]([C:39]3[C:40]4[CH:47]=[CH:46][NH:45][C:41]=4[N:42]=[CH:43][N:44]=3)[CH2:35][CH2:34]2)=[O:50])[CH2:59][C:60]2[S:61][CH:62]=[CH:63][N:64]=2)=[CH:54][CH:53]=1. The yield is 0.940. (9) The reactants are [NH2:1][C:2]1[C:11]2[C:6](=[C:7](Br)[CH:8]=[CH:9][CH:10]=2)[N:5]=[N:4][C:3]=1[C:13]([NH:15][CH2:16][CH2:17][CH3:18])=[O:14].[CH3:19][O:20][C:21]1[CH:26]=[C:25]([O:27][CH3:28])[CH:24]=[CH:23][C:22]=1B(O)O. No catalyst specified. The product is [NH2:1][C:2]1[C:11]2[C:6](=[C:7]([C:24]3[CH:23]=[CH:22][C:21]([O:20][CH3:19])=[CH:26][C:25]=3[O:27][CH3:28])[CH:8]=[CH:9][CH:10]=2)[N:5]=[N:4][C:3]=1[C:13]([NH:15][CH2:16][CH2:17][CH3:18])=[O:14]. The yield is 0.751.